Dataset: Reaction yield outcomes from USPTO patents with 853,638 reactions. Task: Predict the reaction yield, written as a fraction of the theoretical maximum amount of product (1.0 means a 100% yield; for example, 0.34 means a 34% yield). (1) The reactants are [CH3:1][CH2:2][N:3](CC)CC.Cl.[CH3:9][O:10][CH:11]1[CH2:16][CH2:15][CH2:14][NH:13][CH2:12]1.C(#N)CO. The catalyst is O. The product is [CH3:9][O:10][CH:11]1[CH2:16][CH2:15][CH2:14][N:13]([CH2:1][C:2]#[N:3])[CH2:12]1. The yield is 0.970. (2) The reactants are [F:1][C:2]1[CH:16]=[C:15]([F:17])[CH:14]=[CH:13][C:3]=1[CH2:4][O:5][C:6]1[CH:11]=[CH:10][NH:9][C:8](=[O:12])[CH:7]=1.[Br:18]Br. The catalyst is CC(O)=O. The product is [Br:18][C:7]1[C:8](=[O:12])[NH:9][CH:10]=[CH:11][C:6]=1[O:5][CH2:4][C:3]1[CH:13]=[CH:14][C:15]([F:17])=[CH:16][C:2]=1[F:1]. The yield is 1.00.